From a dataset of Reaction yield outcomes from USPTO patents with 853,638 reactions. Predict the reaction yield, written as a fraction of the theoretical maximum amount of product (1.0 means a 100% yield; for example, 0.34 means a 34% yield). (1) The reactants are [C:1]([SiH2:5][O:6][C:7]([CH3:16])([CH3:15])[C:8]1[CH:9]=[C:10]([OH:14])[CH:11]=[N:12][CH:13]=1)([CH3:4])([CH3:3])[CH3:2].C(N(CC)CC)C.[F:24][C:25]([F:38])([F:37])[S:26](O[S:26]([C:25]([F:38])([F:37])[F:24])(=[O:28])=[O:27])(=[O:28])=[O:27]. The catalyst is ClCCl.O. The product is [C:1]([SiH2:5][O:6][C:7]([CH3:16])([CH3:15])[C:8]1[CH:9]=[C:10]([O:14][S:26]([C:25]([F:38])([F:37])[F:24])(=[O:28])=[O:27])[CH:11]=[N:12][CH:13]=1)([CH3:4])([CH3:2])[CH3:3]. The yield is 0.470. (2) The reactants are [Si]([NH:8][C:9]1[N:10]=[C:11]([Cl:21])[C:12]2[CH:17]=[CH:16][N:15]([CH:18]([CH3:20])[CH3:19])[C:13]=2[N:14]=1)(C(C)(C)C)(C)C.I[CH2:23][CH2:24][CH3:25].[H-].[Na+].Cl. The catalyst is CN(C=O)C.CCOCC.O. The product is [CH2:23]([NH:8][C:9]1[N:10]=[C:11]([Cl:21])[C:12]2[CH:17]=[CH:16][N:15]([CH:18]([CH3:19])[CH3:20])[C:13]=2[N:14]=1)[CH2:24][CH3:25]. The yield is 1.00. (3) The yield is 0.600. The reactants are [CH:1]1[C:13]2[C:12]3[O:11][C:10]4[CH2:14][CH2:15][CH2:16][CH2:17][C:9]=4[C:8]=3[CH:7]=[CH:6][C:5]=2[CH:4]=[CH:3][CH:2]=1.ClC1C(=O)C(C#N)=C(C#N)C(=O)C=1Cl. The catalyst is O1CCOCC1. The product is [CH:1]1[C:13]2[C:12]3[O:11][C:10]4[CH:14]=[CH:15][CH:16]=[CH:17][C:9]=4[C:8]=3[CH:7]=[CH:6][C:5]=2[CH:4]=[CH:3][CH:2]=1. (4) The reactants are [N:1]([C:4]1[CH:9]=[C:8]([C:10]([O:12][CH3:13])=[O:11])[CH:7]=[CH:6][C:5]=1[C:14]([O:16]C)=O)=[C:2]=[S:3].[CH3:18][O:19][C:20]1[C:21]([NH2:28])=[N:22][CH:23]=[C:24]([O:26][CH3:27])[CH:25]=1. The catalyst is CN(C=O)C.O. The product is [CH3:18][O:19][C:20]1[C:21]([N:28]2[C:14](=[O:16])[C:5]3[C:4](=[CH:9][C:8]([C:10]([O:12][CH3:13])=[O:11])=[CH:7][CH:6]=3)[NH:1][C:2]2=[S:3])=[N:22][CH:23]=[C:24]([O:26][CH3:27])[CH:25]=1. The yield is 0.800. (5) The reactants are [OH:1][C@H:2]1[CH2:6][CH2:5][N:4]([C:7]([O:9][CH2:10][C:11]2[CH:16]=[CH:15][C:14]([N+:17]([O-:19])=[O:18])=[CH:13][CH:12]=2)=[O:8])[CH2:3]1.[CH3:20][S:21](Cl)(=[O:23])=[O:22].C(N(CC)CC)C. The catalyst is C(Cl)Cl. The product is [CH3:20][S:21]([O:1][C@H:2]1[CH2:6][CH2:5][N:4]([C:7]([O:9][CH2:10][C:11]2[CH:16]=[CH:15][C:14]([N+:17]([O-:19])=[O:18])=[CH:13][CH:12]=2)=[O:8])[CH2:3]1)(=[O:23])=[O:22]. The yield is 1.00. (6) The reactants are [N+]([C:4]1[S:8][C:7]([C:9]#[N:10])=[CH:6][CH:5]=1)([O-])=O.[CH:11]1[C:16]([OH:17])=[CH:15][CH:14]=[C:13]([CH3:18])[CH:12]=1.C(=O)([O-])[O-].[K+].[K+]. The catalyst is CS(C)=O. The product is [C:13]1([CH3:18])[CH:12]=[CH:11][C:16]([O:17][C:4]2[S:8][C:7]([C:9]#[N:10])=[CH:6][CH:5]=2)=[CH:15][CH:14]=1. The yield is 0.789. (7) The reactants are C(Cl)Cl.Cl.[CH3:5][S:6][C:7]1[C:15]2[NH:14][C:13]3[CH2:16][CH2:17][NH:18][CH2:19][C:12]=3[C:11]=2[CH:10]=[CH:9][CH:8]=1.C(N(CC)CC)C.[C:27](O[C:27]([O:29][C:30]([CH3:33])([CH3:32])[CH3:31])=[O:28])([O:29][C:30]([CH3:33])([CH3:32])[CH3:31])=[O:28]. The catalyst is O. The product is [CH3:5][S:6][C:7]1[C:15]2[NH:14][C:13]3[CH2:16][CH2:17][N:18]([C:27]([O:29][C:30]([CH3:33])([CH3:32])[CH3:31])=[O:28])[CH2:19][C:12]=3[C:11]=2[CH:10]=[CH:9][CH:8]=1. The yield is 0.320. (8) The reactants are O=[C:2]([CH3:8])[CH2:3][C:4]([O:6][CH3:7])=[O:5].[CH3:9][NH2:10].CO. The catalyst is CO. The product is [CH3:9][NH:10][C:2]([CH3:8])=[CH:3][C:4]([O:6][CH3:7])=[O:5]. The yield is 0.970. (9) The product is [C:1]([C:5]1[CH:10]=[CH:9][C:8]([N:11]2[C:19]3[C:14](=[CH:15][CH:16]=[CH:17][CH:18]=3)[C:13]([CH:20]=[O:21])=[C:12]2[N:23]2[CH2:28][CH2:27][CH2:26][CH2:25][CH2:24]2)=[CH:7][CH:6]=1)([CH3:4])([CH3:3])[CH3:2]. The reactants are [C:1]([C:5]1[CH:10]=[CH:9][C:8]([N:11]2[C:19]3[C:14](=[CH:15][CH:16]=[CH:17][CH:18]=3)[C:13]([CH:20]=[O:21])=[C:12]2Cl)=[CH:7][CH:6]=1)([CH3:4])([CH3:3])[CH3:2].[NH:23]1[CH2:28][CH2:27][CH2:26][CH2:25][CH2:24]1. No catalyst specified. The yield is 0.870.